This data is from Catalyst prediction with 721,799 reactions and 888 catalyst types from USPTO. The task is: Predict which catalyst facilitates the given reaction. (1) Reactant: [Si:1]([C:8]1[C:13]([F:14])=[C:12]([F:15])[N:11]=[C:10]([C:16]([C:18]2[C:19](F)=[N:20][CH:21]=[CH:22][CH:23]=2)=O)[C:9]=1[F:25])([C:4]([CH3:7])([CH3:6])[CH3:5])([CH3:3])[CH3:2].C(=O)([O-])[O-].[Ca+2].O.[NH2:32][NH2:33]. Product: [Si:1]([C:8]1[C:13]([F:14])=[C:12]([F:15])[N:11]=[C:10]([C:16]2[C:18]3[C:19](=[N:20][CH:21]=[CH:22][CH:23]=3)[NH:33][N:32]=2)[C:9]=1[F:25])([C:4]([CH3:6])([CH3:5])[CH3:7])([CH3:3])[CH3:2]. The catalyst class is: 12. (2) Reactant: [CH:1]1([CH2:6][CH2:7][C:8]([CH3:11])([OH:10])[CH3:9])[CH2:5][CH2:4][CH2:3][CH2:2]1.[C:12](OC(=O)C)(=[O:14])[CH3:13].OP(O)(O)=O. Product: [C:12]([O:10][C:8]([CH3:11])([CH3:9])[CH2:7][CH2:6][CH:1]1[CH2:5][CH2:4][CH2:3][CH2:2]1)(=[O:14])[CH3:13]. The catalyst class is: 6. (3) Reactant: [NH2:1][C:2]1[N:7]=[C:6]([N:8]2[C@H:13]([CH3:14])[CH2:12][CH2:11][C@H:10]([C:15]([NH:17][CH:18]3[CH2:23][CH2:22][CH2:21][CH:20]([CH3:24])[CH2:19]3)=[O:16])[CH2:9]2)[CH:5]=[C:4]([C:25]2[CH:30]=[CH:29][C:28]([C:31]#[N:32])=[C:27](F)[CH:26]=2)[N:3]=1.CCO.CCN(C(C)C)C(C)C.[NH2:46][NH2:47]. Product: [NH2:1][C:2]1[N:7]=[C:6]([N:8]2[C@H:13]([CH3:14])[CH2:12][CH2:11][C@H:10]([C:15]([NH:17][CH:18]3[CH2:23][CH2:22][CH2:21][CH:20]([CH3:24])[CH2:19]3)=[O:16])[CH2:9]2)[CH:5]=[C:4]([C:25]2[CH:26]=[C:27]3[C:28]([C:31]([NH2:32])=[N:46][NH:47]3)=[CH:29][CH:30]=2)[N:3]=1. The catalyst class is: 72.